This data is from hERG Central: cardiac toxicity at 1µM, 10µM, and general inhibition. The task is: Predict hERG channel inhibition at various concentrations. (1) Results: hERG_inhib (hERG inhibition (general)): blocker. The drug is CCOc1ccc(S(=O)(=O)NCC(c2ccc3c(c2)OCO3)N2CCN(C)CC2)cc1. (2) The drug is COc1ccc(CCN2CC(C(=O)N(C)CCOc3ccccc3)CCC2=O)cc1. Results: hERG_inhib (hERG inhibition (general)): blocker.